This data is from Catalyst prediction with 721,799 reactions and 888 catalyst types from USPTO. The task is: Predict which catalyst facilitates the given reaction. (1) Reactant: Cl[C:2]1[N:7]=[N:6][C:5]([C:8]([O:10][CH3:11])=[O:9])=[CH:4][CH:3]=1.[CH:12]1([CH2:15][OH:16])[CH2:14][CH2:13]1.[CH3:17][C:18]([CH3:21])([O-])C.[K+].O. Product: [CH:12]1([CH2:15][O:16][C:2]2[N:7]=[N:6][C:5]([C:8]([O:10][CH2:11][CH:21]3[CH2:18][CH2:17]3)=[O:9])=[CH:4][CH:3]=2)[CH2:14][CH2:13]1. The catalyst class is: 1. (2) Reactant: [CH2:1]([O:3][C:4](=[O:17])[CH:5]([C:7]1[CH:12]=[CH:11][CH:10]=[C:9]([O:13]COC)[CH:8]=1)[CH3:6])[CH3:2].C(O)(C(F)(F)F)=O.C(=O)(O)[O-].[Na+]. Product: [CH2:1]([O:3][C:4](=[O:17])[CH:5]([C:7]1[CH:12]=[CH:11][CH:10]=[C:9]([OH:13])[CH:8]=1)[CH3:6])[CH3:2]. The catalyst class is: 4. (3) Reactant: [CH3:1][Si:2]([C:5]#[CH:6])([CH3:4])[CH3:3].O.Br[C:9]1[C:10]([NH2:17])=[N:11][C:12]([CH3:16])=[C:13]([Br:15])[N:14]=1.C(N(CC)CC)C. Product: [Br:15][C:13]1[N:14]=[C:9]([C:6]#[C:5][Si:2]([CH3:4])([CH3:3])[CH3:1])[C:10]([NH2:17])=[N:11][C:12]=1[CH3:16]. The catalyst class is: 804. (4) Reactant: [CH2:1]([O:3][C:4]1[CH:5]=[C:6]([O:16][C:17]2[CH:18]=[N:19][C:20]([S:23]([CH3:26])(=[O:25])=[O:24])=[CH:21][CH:22]=2)[CH:7]=[C:8]2[C:12]=1[NH:11][C:10]([C:13]([NH2:15])=O)=[CH:9]2)[CH3:2].COC1C=CC(P2(SP(C3C=CC(OC)=CC=3)(=S)S2)=[S:36])=CC=1. Product: [CH2:1]([O:3][C:4]1[CH:5]=[C:6]([O:16][C:17]2[CH:18]=[N:19][C:20]([S:23]([CH3:26])(=[O:25])=[O:24])=[CH:21][CH:22]=2)[CH:7]=[C:8]2[C:12]=1[NH:11][C:10]([C:13](=[S:36])[NH2:15])=[CH:9]2)[CH3:2]. The catalyst class is: 7. (5) Reactant: [C:1]1(=[O:7])[CH2:6][CH2:5][CH2:4][CH2:3][CH2:2]1.[CH2:8](O)[CH2:9][CH2:10][OH:11]. Product: [O:7]1[C:1]2([CH2:6][CH2:5][CH2:4][CH2:3][CH2:2]2)[O:11][CH2:10][CH2:9][CH2:8]1. The catalyst class is: 743.